This data is from Reaction yield outcomes from USPTO patents with 853,638 reactions. The task is: Predict the reaction yield, written as a fraction of the theoretical maximum amount of product (1.0 means a 100% yield; for example, 0.34 means a 34% yield). (1) The product is [NH:17]([C:13]1[N:12]=[C:11]([C:10]2[C:9]([C:24]3[CH:29]=[CH:28][C:27]([F:30])=[CH:26][CH:25]=3)=[N:8][N:5]3[CH:6]=[CH:7][C:2]([NH:94][CH:89]4[CH2:93][CH2:92][CH2:91][CH2:90]4)=[CH:3][C:4]=23)[CH:16]=[CH:15][N:14]=1)[C:18]1[CH:23]=[CH:22][CH:21]=[CH:20][CH:19]=1. The yield is 0.360. The catalyst is C([O-])(=O)C.[Pd+2].C([O-])(=O)C.O. The reactants are Cl[C:2]1[CH:7]=[CH:6][N:5]2[N:8]=[C:9]([C:24]3[CH:29]=[CH:28][C:27]([F:30])=[CH:26][CH:25]=3)[C:10]([C:11]3[CH:16]=[CH:15][N:14]=[C:13]([NH:17][C:18]4[CH:23]=[CH:22][CH:21]=[CH:20][CH:19]=4)[N:12]=3)=[C:4]2[CH:3]=1.C1(P(C2C=CC=CC=2)C2C=CC3C(=CC=CC=3)C=2C2C3C(=CC=CC=3)C=CC=2P(C2C=CC=CC=2)C2C=CC=CC=2)C=CC=CC=1.C(=O)([O-])[O-].[Cs+].[Cs+].C(OCC)(=O)C.[CH:89]1([NH2:94])[CH2:93][CH2:92][CH2:91][CH2:90]1. (2) The reactants are [CH:1]([NH:4][NH:5][C:6]([CH:8]1[CH2:13][CH2:12][S:11][CH2:10][CH2:9]1)=[O:7])([CH3:3])[CH3:2].[Br:14][C:15]1[CH:25]=[C:24]([F:26])[CH:23]=[CH:22][C:16]=1[O:17][CH2:18][C:19](O)=[O:20].C1C=CC2N(O)N=NC=2C=1.CCN=C=NCCCN(C)C.C(N(CC)CC)C. The catalyst is CN(C=O)C. The product is [Br:14][C:15]1[CH:25]=[C:24]([F:26])[CH:23]=[CH:22][C:16]=1[O:17][CH2:18][C:19]([N:4]([CH:1]([CH3:3])[CH3:2])[NH:5][C:6]([CH:8]1[CH2:9][CH2:10][S:11][CH2:12][CH2:13]1)=[O:7])=[O:20]. The yield is 0.181. (3) The yield is 0.812. The product is [Cl:1][C:2]1[NH:3][C:4]([I:8])=[C:5]([N+:16]([O-:18])=[O:17])[N:6]=1. No catalyst specified. The reactants are [Cl:1][C:2]1[NH:3][C:4]([I:8])=[C:5](I)[N:6]=1.S(=O)(=O)(O)O.O.N.[N+:16]([O-])([OH:18])=[O:17]. (4) The reactants are C(OC([NH:8][C@H:9]([CH2:29][C:30]1[CH:35]=[CH:34][C:33]([O:36][CH3:37])=[CH:32][CH:31]=1)[C:10]([N:12]1[CH2:17][CH2:16][C:15]([CH:23]2[CH2:28][CH2:27][CH2:26][CH2:25][CH2:24]2)([C:18]([O:20][CH2:21][CH3:22])=[O:19])[CH2:14][CH2:13]1)=[O:11])=O)(C)(C)C.FC(F)(F)C(O)=O. The catalyst is C(Cl)Cl. The product is [NH2:8][C@H:9]([CH2:29][C:30]1[CH:35]=[CH:34][C:33]([O:36][CH3:37])=[CH:32][CH:31]=1)[C:10]([N:12]1[CH2:17][CH2:16][C:15]([CH:23]2[CH2:28][CH2:27][CH2:26][CH2:25][CH2:24]2)([C:18]([O:20][CH2:21][CH3:22])=[O:19])[CH2:14][CH2:13]1)=[O:11]. The yield is 0.920. (5) The reactants are [F:1][C:2]([F:21])([F:20])[C:3]1[CH:8]=[CH:7][C:6]([NH:9][C:10]2[C:19]3[CH2:18][CH2:17][NH:16][CH2:15][C:14]=3[CH:13]=[CH:12][N:11]=2)=[CH:5][CH:4]=1.Cl[C:23]1[C:28]([Cl:29])=[CH:27][CH:26]=[CH:25][N:24]=1.C(N(CC)C(C)C)(C)C. The catalyst is O1CCOCC1.CN(C)C(=O)C. The product is [Cl:29][C:28]1[C:23]([N:16]2[CH2:17][CH2:18][C:19]3[C:10]([NH:9][C:6]4[CH:5]=[CH:4][C:3]([C:2]([F:1])([F:20])[F:21])=[CH:8][CH:7]=4)=[N:11][CH:12]=[CH:13][C:14]=3[CH2:15]2)=[N:24][CH:25]=[CH:26][CH:27]=1. The yield is 0.270.